From a dataset of Full USPTO retrosynthesis dataset with 1.9M reactions from patents (1976-2016). Predict the reactants needed to synthesize the given product. (1) Given the product [Cl:1][C:2]1[CH:7]=[C:6]([NH:12][CH:13]2[CH2:14][CH2:15][N:16]([C:19]([O:21][C:22]([CH3:25])([CH3:24])[CH3:23])=[O:20])[CH2:17][CH2:18]2)[N:5]2[N:9]=[CH:10][CH:11]=[C:4]2[N:3]=1, predict the reactants needed to synthesize it. The reactants are: [Cl:1][C:2]1[CH:7]=[C:6](Cl)[N:5]2[N:9]=[CH:10][CH:11]=[C:4]2[N:3]=1.[NH2:12][CH:13]1[CH2:18][CH2:17][N:16]([C:19]([O:21][C:22]([CH3:25])([CH3:24])[CH3:23])=[O:20])[CH2:15][CH2:14]1.C(N(CC)CC)C.C(#N)C. (2) Given the product [CH:30]1([CH2:33][N:34]2[CH2:35][CH2:36][N:37]([C:40]3[CH:45]=[C:44]([CH2:46][NH:47][C:5](=[O:7])[C:4]([N:3]([CH2:1][CH3:2])[S:9]([C:12]4[CH:17]=[CH:16][C:15]([F:18])=[CH:14][CH:13]=4)(=[O:11])=[O:10])=[CH2:8])[CH:43]=[C:42]([C:48]4[CH:53]=[CH:52][C:51]([O:54][C:55]([F:56])([F:58])[F:57])=[CH:50][CH:49]=4)[N:41]=3)[CH2:38][CH2:39]2)[CH2:32][CH2:31]1, predict the reactants needed to synthesize it. The reactants are: [CH2:1]([N:3]([S:9]([C:12]1[CH:17]=[CH:16][C:15]([F:18])=[CH:14][CH:13]=1)(=[O:11])=[O:10])[C:4](=[CH2:8])[C:5]([OH:7])=O)[CH3:2].CCOC(OC(OCC)=O)=O.[CH:30]1([CH2:33][N:34]2[CH2:39][CH2:38][N:37]([C:40]3[CH:45]=[C:44]([CH2:46][NH2:47])[CH:43]=[C:42]([C:48]4[CH:53]=[CH:52][C:51]([O:54][C:55]([F:58])([F:57])[F:56])=[CH:50][CH:49]=4)[N:41]=3)[CH2:36][CH2:35]2)[CH2:32][CH2:31]1. (3) Given the product [Br:3][C:4]1[CH:9]=[CH:8][C:7]([S:10]([NH2:1])(=[O:12])=[O:11])=[C:6]([O:14][C:15]([F:18])([F:17])[F:16])[CH:5]=1, predict the reactants needed to synthesize it. The reactants are: [NH4+:1].[OH-].[Br:3][C:4]1[CH:9]=[CH:8][C:7]([S:10](Cl)(=[O:12])=[O:11])=[C:6]([O:14][C:15]([F:18])([F:17])[F:16])[CH:5]=1. (4) Given the product [O:1]1[C:10]2[CH:9]=[C:8]([CH2:11][NH:12][C:13]3([C:26]([NH:30][CH3:34])=[O:28])[CH2:18][CH2:17][N:16]([C:19]([O:21][C:22]([CH3:24])([CH3:25])[CH3:23])=[O:20])[CH2:15][CH2:14]3)[N:7]=[CH:6][C:5]=2[O:4][CH2:3][CH2:2]1, predict the reactants needed to synthesize it. The reactants are: [O:1]1[C:10]2[CH:9]=[C:8]([CH2:11][NH:12][C:13]3([C:26]([OH:28])=O)[CH2:18][CH2:17][N:16]([C:19]([O:21][C:22]([CH3:25])([CH3:24])[CH3:23])=[O:20])[CH2:15][CH2:14]3)[N:7]=[CH:6][C:5]=2[O:4][CH2:3][CH2:2]1.O[N:30]1[C:34]2C=CC=CC=2N=N1.CN. (5) Given the product [NH2:1][C:2]1[C:7]([NH2:8])=[C:6]([C:11]2[S:12][CH:13]=[CH:14][CH:15]=2)[CH:5]=[C:4]([NH:16][C:17]([O:19][CH2:20][CH3:21])=[O:18])[N:3]=1, predict the reactants needed to synthesize it. The reactants are: [NH2:1][C:2]1[C:7]([N+:8]([O-])=O)=[C:6]([C:11]2[S:12][CH:13]=[CH:14][CH:15]=2)[CH:5]=[C:4]([NH:16][C:17]([O:19][CH2:20][CH3:21])=[O:18])[N:3]=1.[BH4-].[Na+].[Cl-].[NH4+].C(Cl)Cl. (6) Given the product [Br:1][C:2]1[C:3]([CH2:11][C:12]([F:14])([F:15])[F:13])=[CH:4][C:5]([OH:9])=[C:6]([F:8])[CH:7]=1, predict the reactants needed to synthesize it. The reactants are: [Br:1][C:2]1[CH:7]=[C:6]([F:8])[C:5]([O:9]C)=[CH:4][C:3]=1[CH2:11][C:12]([F:15])([F:14])[F:13].B(Br)(Br)Br. (7) Given the product [F:16][C:17]1[CH:18]=[C:19]([N+:24]([O-:26])=[O:25])[CH:20]=[CH:21][C:22]=1[O:15][C:6]1[C:5]2[C:10](=[CH:11][C:12]([O:13][CH3:14])=[C:3]([O:2][CH3:1])[CH:4]=2)[N:9]=[CH:8][CH:7]=1, predict the reactants needed to synthesize it. The reactants are: [CH3:1][O:2][C:3]1[CH:4]=[C:5]2[C:10](=[CH:11][C:12]=1[O:13][CH3:14])[N:9]=[CH:8][CH:7]=[C:6]2[OH:15].[F:16][C:17]1[CH:18]=[C:19]([N+:24]([O-:26])=[O:25])[CH:20]=[CH:21][C:22]=1F.C(=O)([O-])[O-].[Cs+].[Cs+]. (8) Given the product [ClH:1].[NH2:35][C:2]1[N:7]=[C:6]([C:8]2[S:12][C:11]([C:13]([CH3:16])([CH3:15])[CH3:14])=[N:10][C:9]=2[C:17]2[C:18]([F:33])=[C:19]([NH:23][S:24]([C:27]3[N:31]([CH3:32])[N:30]=[CH:29][CH:28]=3)(=[O:26])=[O:25])[CH:20]=[CH:21][CH:22]=2)[CH:5]=[CH:4][N:3]=1, predict the reactants needed to synthesize it. The reactants are: [Cl:1][C:2]1[N:7]=[C:6]([C:8]2[S:12][C:11]([C:13]([CH3:16])([CH3:15])[CH3:14])=[N:10][C:9]=2[C:17]2[C:18]([F:33])=[C:19]([NH:23][S:24]([C:27]3[N:31]([CH3:32])[N:30]=[CH:29][CH:28]=3)(=[O:26])=[O:25])[CH:20]=[CH:21][CH:22]=2)[CH:5]=[CH:4][N:3]=1.[OH-].[NH4+:35].Cl.